From a dataset of Forward reaction prediction with 1.9M reactions from USPTO patents (1976-2016). Predict the product of the given reaction. (1) Given the reactants [OH:1][C:2]1[C:3]2[N:4]([C:9]([C:13]([O:15][CH2:16][CH3:17])=[O:14])=[C:10]([CH3:12])[N:11]=2)[CH:5]=[C:6]([CH3:8])[CH:7]=1.Br[CH2:19][C:20]1[C:25]([F:26])=[C:24]([F:27])[CH:23]=[CH:22][C:21]=1[F:28].C(=O)([O-])[O-].[Cs+].[Cs+].O, predict the reaction product. The product is: [CH3:12][C:10]1[N:11]=[C:3]2[C:2]([O:1][CH2:19][C:20]3[C:21]([F:28])=[CH:22][CH:23]=[C:24]([F:27])[C:25]=3[F:26])=[CH:7][C:6]([CH3:8])=[CH:5][N:4]2[C:9]=1[C:13]([O:15][CH2:16][CH3:17])=[O:14]. (2) Given the reactants [NH2:1][C:2]1[C:16]([O:17][CH3:18])=[CH:15][C:5]2[CH2:6][CH2:7][N:8]([CH2:11][C@H:12]([OH:14])[CH3:13])[CH2:9][CH2:10][C:4]=2[CH:3]=1.CS([C:22]1[N:27]=[CH:26][C:25]2=[CH:28][CH:29]=[C:30]([C:31]3[CH:36]=[CH:35][CH:34]=[CH:33][C:32]=3[O:37][CH3:38])[N:24]2[N:23]=1)=O.C(O)(C(F)(F)F)=O, predict the reaction product. The product is: [CH3:18][O:17][C:16]1[C:2]([NH:1][C:22]2[N:27]=[CH:26][C:25]3=[CH:28][CH:29]=[C:30]([C:31]4[CH:36]=[CH:35][CH:34]=[CH:33][C:32]=4[O:37][CH3:38])[N:24]3[N:23]=2)=[CH:3][C:4]2[CH2:10][CH2:9][N:8]([CH2:11][C@H:12]([OH:14])[CH3:13])[CH2:7][CH2:6][C:5]=2[CH:15]=1. (3) Given the reactants O=[C:2]([C:11]1[CH:16]=[CH:15][CH:14]=[CH:13][CH:12]=1)[CH2:3][CH2:4][CH2:5][CH2:6][CH2:7][C:8]([OH:10])=[O:9].[NH2:17][C:18]1[CH:25]=[CH:24][C:23]([Br:26])=[CH:22][C:19]=1[CH:20]=O, predict the reaction product. The product is: [Br:26][C:23]1[CH:22]=[C:19]2[C:18](=[CH:25][CH:24]=1)[N:17]=[C:2]([C:11]1[CH:16]=[CH:15][CH:14]=[CH:13][CH:12]=1)[C:3]([CH2:4][CH2:5][CH2:6][CH2:7][C:8]([OH:10])=[O:9])=[CH:20]2. (4) The product is: [C:54]([O:53][C:51]([N:8]1[CH2:9][CH2:10][C:4]2[C:3]([NH:19][CH2:20][C:21]3[CH:22]=[CH:23][C:24]([C:27]([OH:29])=[O:28])=[CH:25][CH:26]=3)=[C:2]([Cl:1])[CH:18]=[CH:17][C:5]=2[CH2:6][CH2:7]1)=[O:52])([CH3:55])([CH3:56])[CH3:57]. Given the reactants [Cl:1][C:2]1[CH:18]=[CH:17][C:5]2[CH2:6][CH2:7][N:8](C(=O)C(F)(F)F)[CH2:9][CH2:10][C:4]=2[C:3]=1[NH:19][CH2:20][C:21]1[CH:26]=[CH:25][C:24]([C:27]([O:29]C)=[O:28])=[CH:23][CH:22]=1.C(=O)([O-])[O-].[K+].[K+].C([O-])([O-])=O.[Na+].[Na+].[C:54]([O:53][C:51](O[C:51]([O:53][C:54]([CH3:57])([CH3:56])[CH3:55])=[O:52])=[O:52])([CH3:57])([CH3:56])[CH3:55], predict the reaction product. (5) Given the reactants [CH3:1][O:2][C:3]1[N:4]=[N:5][C:6](I)=[CH:7][CH:8]=1.[Br:10][C:11]1[CH:16]=[CH:15][CH:14]=[CH:13][C:12]=1[C:17]#[CH:18].C(N(CC)CC)C.O, predict the reaction product. The product is: [Br:10][C:11]1[CH:16]=[CH:15][CH:14]=[CH:13][C:12]=1[C:17]#[C:18][C:6]1[N:5]=[N:4][C:3]([O:2][CH3:1])=[CH:8][CH:7]=1. (6) Given the reactants C([O:3][C:4]([C:6]1[C:7]([CH3:31])=[N:8][C:9]([NH:13][CH2:14]/[CH:15]=[CH:16]/[C:17]2[CH:22]=[CH:21][CH:20]=[C:19]([O:23][CH2:24][C:25]3[CH:30]=[CH:29][CH:28]=[CH:27][CH:26]=3)[N:18]=2)=[N:10][C:11]=1[CH3:12])=[O:5])C.O.[OH-].[Li+], predict the reaction product. The product is: [CH2:24]([O:23][C:19]1[N:18]=[C:17](/[CH:16]=[CH:15]/[CH2:14][NH:13][C:9]2[N:10]=[C:11]([CH3:12])[C:6]([C:4]([OH:5])=[O:3])=[C:7]([CH3:31])[N:8]=2)[CH:22]=[CH:21][CH:20]=1)[C:25]1[CH:26]=[CH:27][CH:28]=[CH:29][CH:30]=1. (7) Given the reactants [CH3:1][O-].[Na+].C=O.[CH3:6][N:7]1[CH2:12][CH2:11][CH:10]([O:13][C:14]2[N:19]=[C:18]([NH2:20])[CH:17]=[CH:16][CH:15]=2)[CH2:9][CH2:8]1.[BH4-].[Na+].[OH-].[K+], predict the reaction product. The product is: [CH3:1][NH:20][C:18]1[CH:17]=[CH:16][CH:15]=[C:14]([O:13][CH:10]2[CH2:9][CH2:8][N:7]([CH3:6])[CH2:12][CH2:11]2)[N:19]=1. (8) Given the reactants C(OC(=O)[NH:7][CH:8]([C:16](=[O:40])[NH:17][CH:18]([CH2:30][C:31]1[CH:36]=[C:35]([F:37])[C:34]([F:38])=[CH:33][C:32]=1[F:39])[CH2:19][C:20]([N:22]1[CH2:26][CH2:25][CH2:24][CH:23]1[C:27](=[O:29])[NH2:28])=[O:21])[CH2:9][C:10]1[CH:15]=[CH:14][CH:13]=[CH:12][CH:11]=1)(C)(C)C.[F:42][C:43]([F:48])([F:47])[C:44]([OH:46])=[O:45], predict the reaction product. The product is: [F:42][C:43]([F:48])([F:47])[C:44]([OH:46])=[O:45].[NH2:7][CH:8]([CH2:9][C:10]1[CH:15]=[CH:14][CH:13]=[CH:12][CH:11]=1)[C:16]([NH:17][CH:18]([CH2:30][C:31]1[CH:36]=[C:35]([F:37])[C:34]([F:38])=[CH:33][C:32]=1[F:39])[CH2:19][C:20]([N:22]1[CH2:26][CH2:25][CH2:24][CH:23]1[C:27]([NH2:28])=[O:29])=[O:21])=[O:40]. (9) The product is: [C:31]([NH:35][C:8](=[O:9])[C:7]1[CH:11]=[CH:12][CH:13]=[C:5]([O:4][C:3]2[CH:14]=[CH:15][C:16]([NH:18][C:19]3[C:20]4[N:27]([CH2:28][CH2:29][OH:30])[CH:26]=[CH:25][C:21]=4[N:22]=[CH:23][N:24]=3)=[CH:17][C:2]=2[Cl:1])[CH:6]=1)([CH3:34])([CH3:33])[CH3:32]. Given the reactants [Cl:1][C:2]1[CH:17]=[C:16]([NH:18][C:19]2[C:20]3[N:27]([CH2:28][CH2:29][OH:30])[CH:26]=[CH:25][C:21]=3[N:22]=[CH:23][N:24]=2)[CH:15]=[CH:14][C:3]=1[O:4][C:5]1[CH:6]=[C:7]([CH:11]=[CH:12][CH:13]=1)[C:8](O)=[O:9].[C:31]([NH2:35])([CH3:34])([CH3:33])[CH3:32].Cl.C(N=C=NCCCN(C)C)C.ON1C2C=CC=CC=2N=N1, predict the reaction product.